This data is from Peptide-MHC class II binding affinity with 134,281 pairs from IEDB. The task is: Regression. Given a peptide amino acid sequence and an MHC pseudo amino acid sequence, predict their binding affinity value. This is MHC class II binding data. (1) The peptide sequence is TDKMFFVKNPTDTGH. The MHC is DRB1_1501 with pseudo-sequence DRB1_1501. The binding affinity (normalized) is 0.185. (2) The peptide sequence is RGIEYIQHNGVVQES. The MHC is HLA-DQA10501-DQB10301 with pseudo-sequence HLA-DQA10501-DQB10301. The binding affinity (normalized) is 0.410. (3) The MHC is DRB1_0101 with pseudo-sequence DRB1_0101. The peptide sequence is MTYKAAVDLSHFLKEK. The binding affinity (normalized) is 0. (4) The peptide sequence is SGHAFGAMAKKGDEQ. The MHC is HLA-DPA10301-DPB10402 with pseudo-sequence HLA-DPA10301-DPB10402. The binding affinity (normalized) is 0.0826. (5) The peptide sequence is ATFEAMYLGTCKTLT. The MHC is DRB1_1201 with pseudo-sequence DRB1_1201. The binding affinity (normalized) is 0.408.